The task is: Predict the product of the given reaction.. This data is from Forward reaction prediction with 1.9M reactions from USPTO patents (1976-2016). (1) Given the reactants C[O:2][C:3](=[O:25])[C:4]1[CH:16]=[C:15]([C:17]([C:19]2[CH:20]=[N:21][CH:22]=[CH:23][CH:24]=2)=[O:18])[CH:14]=[C:6]([C:7]([N:9]([CH3:13])[CH2:10][CH2:11][CH3:12])=[O:8])[CH:5]=1.[OH-].[Na+], predict the reaction product. The product is: [CH3:13][N:9]([CH2:10][CH2:11][CH3:12])[C:7](=[O:8])[C:6]1[CH:5]=[C:4]([CH:16]=[C:15]([C:17]([C:19]2[CH:20]=[N:21][CH:22]=[CH:23][CH:24]=2)=[O:18])[CH:14]=1)[C:3]([OH:25])=[O:2]. (2) Given the reactants C([O:3][C:4](=[O:29])[CH2:5][CH2:6][C:7]1[N:8]([C:19]2[CH:24]=[CH:23][C:22]([C:25](=[O:27])[NH2:26])=[CH:21][C:20]=2[CH3:28])[C:9]([C:12]2[CH:17]=[CH:16][C:15]([NH2:18])=[CH:14][CH:13]=2)=[CH:10][CH:11]=1)C.[OH-].[Na+], predict the reaction product. The product is: [NH2:18][C:15]1[CH:14]=[CH:13][C:12]([C:9]2[N:8]([C:19]3[CH:24]=[CH:23][C:22]([C:25](=[O:27])[NH2:26])=[CH:21][C:20]=3[CH3:28])[C:7]([CH2:6][CH2:5][C:4]([OH:29])=[O:3])=[CH:11][CH:10]=2)=[CH:17][CH:16]=1. (3) Given the reactants FC(F)(F)C(O)=O.[Cl:8][C:9]1[CH:10]=[C:11]([C:19]2[O:23][N:22]=[C:21]([C:24]3[CH:25]=[CH:26][C:27]4[CH:33]([CH2:34][CH2:35][C:36]([O:38][CH3:39])=[O:37])[N:32](C(OC(C)(C)C)=O)[CH2:31][CH2:30][CH2:29][C:28]=4[CH:47]=3)[N:20]=2)[CH:12]=[CH:13][C:14]=1[O:15][CH:16]([CH3:18])[CH3:17], predict the reaction product. The product is: [Cl:8][C:9]1[CH:10]=[C:11]([C:19]2[O:23][N:22]=[C:21]([C:24]3[CH:25]=[CH:26][C:27]4[CH:33]([CH2:34][CH2:35][C:36]([O:38][CH3:39])=[O:37])[NH:32][CH2:31][CH2:30][CH2:29][C:28]=4[CH:47]=3)[N:20]=2)[CH:12]=[CH:13][C:14]=1[O:15][CH:16]([CH3:18])[CH3:17]. (4) Given the reactants I[C:2]1[C:10]2[N:9]([CH3:11])[C@H:8]3[CH2:12][CH2:13][N:14]([CH3:16])[CH2:15][C@H:7]3[C:6]=2[CH:5]=[CH:4][CH:3]=1.C1(C)C=CC=C[C:18]=1[C:23]1[CH:28]=[CH:27][C:26]([SH:29])=[CH:25][CH:24]=1.[H-].[Na+], predict the reaction product. The product is: [CH3:16][N:14]1[CH2:13][CH2:12][C@@H:8]2[N:9]([CH3:11])[C:10]3[C:2]([S:29][C:26]4[CH:27]=[CH:28][C:23]([CH3:18])=[CH:24][CH:25]=4)=[CH:3][CH:4]=[CH:5][C:6]=3[C@@H:7]2[CH2:15]1.